Dataset: NCI-60 drug combinations with 297,098 pairs across 59 cell lines. Task: Regression. Given two drug SMILES strings and cell line genomic features, predict the synergy score measuring deviation from expected non-interaction effect. (1) Drug 1: C1=NC2=C(N1)C(=S)N=C(N2)N. Drug 2: C1C(C(OC1N2C=NC(=NC2=O)N)CO)O. Cell line: OVCAR-8. Synergy scores: CSS=33.1, Synergy_ZIP=-5.88, Synergy_Bliss=-4.62, Synergy_Loewe=-4.64, Synergy_HSA=-1.36. (2) Drug 1: CC1=C(C(=CC=C1)Cl)NC(=O)C2=CN=C(S2)NC3=CC(=NC(=N3)C)N4CCN(CC4)CCO. Drug 2: C1C(C(OC1N2C=NC3=C2NC=NCC3O)CO)O. Cell line: CCRF-CEM. Synergy scores: CSS=7.35, Synergy_ZIP=-4.16, Synergy_Bliss=-5.98, Synergy_Loewe=-1.84, Synergy_HSA=-5.75. (3) Drug 1: CN1C2=C(C=C(C=C2)N(CCCl)CCCl)N=C1CCCC(=O)O.Cl. Drug 2: CC1C(C(CC(O1)OC2CC(CC3=C2C(=C4C(=C3O)C(=O)C5=CC=CC=C5C4=O)O)(C(=O)C)O)N)O. Cell line: HCT-15. Synergy scores: CSS=41.6, Synergy_ZIP=1.46, Synergy_Bliss=3.59, Synergy_Loewe=-18.4, Synergy_HSA=4.62. (4) Drug 1: C1CCC(C(C1)N)N.C(=O)(C(=O)[O-])[O-].[Pt+4]. Drug 2: CC(C)CN1C=NC2=C1C3=CC=CC=C3N=C2N. Cell line: UO-31. Synergy scores: CSS=10.9, Synergy_ZIP=-3.14, Synergy_Bliss=1.21, Synergy_Loewe=0.791, Synergy_HSA=0.921. (5) Cell line: IGROV1. Drug 1: C1CCC(CC1)NC(=O)N(CCCl)N=O. Synergy scores: CSS=27.9, Synergy_ZIP=-7.70, Synergy_Bliss=-2.44, Synergy_Loewe=-1.74, Synergy_HSA=-1.77. Drug 2: C1C(C(OC1N2C=NC(=NC2=O)N)CO)O. (6) Drug 1: CC1=C(C(=CC=C1)Cl)NC(=O)C2=CN=C(S2)NC3=CC(=NC(=N3)C)N4CCN(CC4)CCO. Drug 2: C(CN)CNCCSP(=O)(O)O. Cell line: EKVX. Synergy scores: CSS=6.97, Synergy_ZIP=-2.12, Synergy_Bliss=1.88, Synergy_Loewe=-9.88, Synergy_HSA=-0.676. (7) Drug 1: CN(C)N=NC1=C(NC=N1)C(=O)N. Drug 2: C1=NC2=C(N=C(N=C2N1C3C(C(C(O3)CO)O)O)F)N. Cell line: OVCAR-4. Synergy scores: CSS=-1.61, Synergy_ZIP=0.254, Synergy_Bliss=-0.777, Synergy_Loewe=-2.82, Synergy_HSA=-2.09. (8) Drug 1: COC1=C(C=C2C(=C1)N=CN=C2NC3=CC(=C(C=C3)F)Cl)OCCCN4CCOCC4. Drug 2: CCC1(CC2CC(C3=C(CCN(C2)C1)C4=CC=CC=C4N3)(C5=C(C=C6C(=C5)C78CCN9C7C(C=CC9)(C(C(C8N6C)(C(=O)OC)O)OC(=O)C)CC)OC)C(=O)OC)O.OS(=O)(=O)O. Cell line: CAKI-1. Synergy scores: CSS=69.2, Synergy_ZIP=-6.26, Synergy_Bliss=-5.27, Synergy_Loewe=-2.62, Synergy_HSA=1.79. (9) Drug 1: C1=C(C(=O)NC(=O)N1)F. Drug 2: C1C(C(OC1N2C=NC(=NC2=O)N)CO)O. Cell line: M14. Synergy scores: CSS=49.7, Synergy_ZIP=9.83, Synergy_Bliss=11.8, Synergy_Loewe=10.2, Synergy_HSA=10.5. (10) Drug 1: C1CN1P(=S)(N2CC2)N3CC3. Drug 2: CC12CCC3C(C1CCC2OP(=O)(O)O)CCC4=C3C=CC(=C4)OC(=O)N(CCCl)CCCl.[Na+]. Cell line: NCI/ADR-RES. Synergy scores: CSS=6.74, Synergy_ZIP=3.14, Synergy_Bliss=5.72, Synergy_Loewe=2.17, Synergy_HSA=2.56.